This data is from TCR-epitope binding with 47,182 pairs between 192 epitopes and 23,139 TCRs. The task is: Binary Classification. Given a T-cell receptor sequence (or CDR3 region) and an epitope sequence, predict whether binding occurs between them. (1) The epitope is EILDITPCSF. The TCR CDR3 sequence is CASSLTTSYEQYF. Result: 1 (the TCR binds to the epitope). (2) The epitope is CLGGLLTMV. The TCR CDR3 sequence is CSGEKTGPNEKLFF. Result: 0 (the TCR does not bind to the epitope). (3) The epitope is IPRRNVATL. The TCR CDR3 sequence is CASSEGSSSYNSPLHF. Result: 0 (the TCR does not bind to the epitope). (4) Result: 1 (the TCR binds to the epitope). The TCR CDR3 sequence is CASSLRDGSEAFF. The epitope is IVTDFSVIK. (5) The epitope is HTDFSSEIIGY. The TCR CDR3 sequence is CASSNSPTEAFF. Result: 0 (the TCR does not bind to the epitope). (6) The epitope is KLWAQCVQL. The TCR CDR3 sequence is CASSYRVPPDTDTQYF. Result: 1 (the TCR binds to the epitope). (7) The epitope is RTLNAWVKV. The TCR CDR3 sequence is CSVVGTGDTYEQYF. Result: 0 (the TCR does not bind to the epitope). (8) The epitope is RLQSLQTYV. The TCR CDR3 sequence is CASSQEWSLTGELFF. Result: 0 (the TCR does not bind to the epitope). (9) The epitope is SSTFNVPMEKLK. The TCR CDR3 sequence is CSVRGTGGYNEQFF. Result: 1 (the TCR binds to the epitope). (10) The epitope is NLSALGIFST. The TCR CDR3 sequence is CASSLGMGTEAFF. Result: 1 (the TCR binds to the epitope).